This data is from TCR-epitope binding with 47,182 pairs between 192 epitopes and 23,139 TCRs. The task is: Binary Classification. Given a T-cell receptor sequence (or CDR3 region) and an epitope sequence, predict whether binding occurs between them. (1) The epitope is SSNVANYQK. The TCR CDR3 sequence is CASSQGSNSWTEAFF. Result: 1 (the TCR binds to the epitope). (2) The epitope is CTELKLSDY. The TCR CDR3 sequence is CASSLYYSRPNTEAFF. Result: 0 (the TCR does not bind to the epitope). (3) The epitope is TPRVTGGGAM. The TCR CDR3 sequence is CASSLEADRGSPLHF. Result: 0 (the TCR does not bind to the epitope). (4) Result: 1 (the TCR binds to the epitope). The epitope is LLQTGIHVRVSQPSL. The TCR CDR3 sequence is CASSVPTGRGYTF. (5) The epitope is NEGVKAAW. The TCR CDR3 sequence is CASSLVQGTYEQYF. Result: 1 (the TCR binds to the epitope). (6) The epitope is TLIGDCATV. The TCR CDR3 sequence is CASRNRGLETQYF. Result: 1 (the TCR binds to the epitope). (7) The epitope is ALLADKFPV. The TCR CDR3 sequence is CASSELGLSYTF. Result: 0 (the TCR does not bind to the epitope).